From a dataset of Full USPTO retrosynthesis dataset with 1.9M reactions from patents (1976-2016). Predict the reactants needed to synthesize the given product. (1) Given the product [SH:3][C:2]1([CH3:1])[N:9]([CH3:10])[C:8](=[O:11])[CH:7]([SH:6])[N:12]([CH3:15])[C:13]1=[O:14], predict the reactants needed to synthesize it. The reactants are: [CH3:1][C:2]12[C:13](=[O:14])[N:12]([CH3:15])[CH:7]([C:8](=[O:11])[N:9]1[CH3:10])[S:6]SS[S:3]2.[BH4-].[Na+]. (2) The reactants are: [NH2:1][C:2]1[CH:7]=[CH:6][C:5]([S:8][C:9]2[CH:10]=[C:11]([NH:15][S:16]([C:19]3[CH:24]=[CH:23][CH:22]=[CH:21][CH:20]=3)(=[O:18])=[O:17])[CH:12]=[CH:13][CH:14]=2)=[CH:4][C:3]=1[CH2:25][NH:26][CH2:27][CH2:28][CH3:29].[N:30]#[C:31]Br. Given the product [NH2:30][C:31]1[N:26]([CH2:27][CH2:28][CH3:29])[CH2:25][C:3]2[C:2](=[CH:7][CH:6]=[C:5]([S:8][C:9]3[CH:10]=[C:11]([NH:15][S:16]([C:19]4[CH:24]=[CH:23][CH:22]=[CH:21][CH:20]=4)(=[O:18])=[O:17])[CH:12]=[CH:13][CH:14]=3)[CH:4]=2)[N:1]=1, predict the reactants needed to synthesize it. (3) Given the product [F:18][C:13]1[CH:14]=[CH:15][CH:16]=[CH:17][C:12]=1[C:7]1[C:6]2[CH:19]=[C:2]([C:23]3[CH:24]=[CH:25][N:20]=[CH:21][CH:22]=3)[CH:3]=[CH:4][C:5]=2[NH:11][CH2:10][CH2:9][N:8]=1, predict the reactants needed to synthesize it. The reactants are: Br[C:2]1[CH:3]=[CH:4][C:5]2[NH:11][CH2:10][CH2:9][N:8]=[C:7]([C:12]3[CH:17]=[CH:16][CH:15]=[CH:14][C:13]=3[F:18])[C:6]=2[CH:19]=1.[N:20]1[CH:25]=[CH:24][C:23](B(O)O)=[CH:22][CH:21]=1.C(=O)([O-])[O-].[Na+].[Na+]. (4) Given the product [CH3:48][C:46]([O:45][C:44]([NH:43][CH:40]1[CH2:39][CH2:38][N:37]([CH2:6][C@H:7]2[N:17]3[C:18]4[N:9]([C:10](=[O:30])[CH2:11][N:12]([C:20]([O:22][CH2:23][C:24]5[CH:29]=[CH:28][CH:27]=[CH:26][CH:25]=5)=[O:21])[C:13]=4[CH:14]=[CH:15][C:16]3=[O:19])[CH2:8]2)[CH2:42][CH2:41]1)=[O:50])([CH3:47])[CH3:49], predict the reactants needed to synthesize it. The reactants are: CS(O[CH2:6][C@H:7]1[N:17]2[C:18]3[N:9]([C:10](=[O:30])[CH2:11][N:12]([C:20]([O:22][CH2:23][C:24]4[CH:29]=[CH:28][CH:27]=[CH:26][CH:25]=4)=[O:21])[C:13]=3[CH:14]=[CH:15][C:16]2=[O:19])[CH2:8]1)(=O)=O.N1C=CC=CC=1.[NH:37]1[CH2:42][CH2:41][CH:40]([NH:43][C:44](=[O:50])[O:45][C:46]([CH3:49])([CH3:48])[CH3:47])[CH2:39][CH2:38]1. (5) Given the product [F:14][C:11]([F:12])([F:13])[C:10]1[C:5]2[N:6]([C:2]([C:30]#[C:29][Si:26]([CH3:28])([CH3:27])[CH3:25])=[CH:3][N:4]=2)[CH:7]=[C:8]([C:15]2[CH:20]=[CH:19][C:18]([C:21]([F:24])([F:23])[F:22])=[CH:17][CH:16]=2)[CH:9]=1, predict the reactants needed to synthesize it. The reactants are: I[C:2]1[N:6]2[CH:7]=[C:8]([C:15]3[CH:20]=[CH:19][C:18]([C:21]([F:24])([F:23])[F:22])=[CH:17][CH:16]=3)[CH:9]=[C:10]([C:11]([F:14])([F:13])[F:12])[C:5]2=[N:4][CH:3]=1.[CH3:25][Si:26]([C:29]#[CH:30])([CH3:28])[CH3:27].CCN(CC)CC.C1C=CC(P(C2C=CC=CC=2)C2C=CC=CC=2)=CC=1.